From a dataset of Forward reaction prediction with 1.9M reactions from USPTO patents (1976-2016). Predict the product of the given reaction. (1) The product is: [C:1]([O:20][CH:21]=[CH2:22])(=[O:19])[CH2:2][CH2:3][CH2:4][CH2:5][CH2:6][CH2:7][CH2:8][CH2:9][CH2:10][CH2:11][CH2:12][CH2:13][CH2:14][CH2:15][CH2:16][CH2:17][CH3:18].[F:23][C:24]([F:28])=[C:25]([F:27])[F:26]. Given the reactants [C:1]([O:20][CH:21]=[CH2:22])(=[O:19])[CH2:2][CH2:3][CH2:4][CH2:5][CH2:6][CH2:7][CH2:8][CH2:9][CH2:10][CH2:11][CH2:12][CH2:13][CH2:14][CH2:15][CH2:16][CH2:17][CH3:18].[F:23][C:24]([F:28])=[C:25]([F:27])[F:26], predict the reaction product. (2) Given the reactants [Cl:1][C:2]1[N:7]=[C:6]([N:8]([CH3:28])[C:9]2[CH:27]=[CH:26][C:12]3[N:13]([CH3:25])[C:14]([NH:16][CH2:17][C:18]4[CH:23]=[CH:22][CH:21]=[C:20]([F:24])[CH:19]=4)=[N:15][C:11]=3[CH:10]=2)[CH:5]=[CH:4][N:3]=1.[NH2:29][C:30]1[CH:35]=[CH:34][C:33]([CH2:36][S:37]([NH2:40])(=[O:39])=[O:38])=[CH:32][CH:31]=1, predict the reaction product. The product is: [ClH:1].[F:24][C:20]1[CH:19]=[C:18]([CH:23]=[CH:22][CH:21]=1)[CH2:17][NH:16][C:14]1[N:13]([CH3:25])[C:12]2[CH:26]=[CH:27][C:9]([N:8]([CH3:28])[C:6]3[CH:5]=[CH:4][N:3]=[C:2]([NH:29][C:30]4[CH:35]=[CH:34][C:33]([CH2:36][S:37]([NH2:40])(=[O:38])=[O:39])=[CH:32][CH:31]=4)[N:7]=3)=[CH:10][C:11]=2[N:15]=1. (3) Given the reactants [C:1]([O:5][C:6](=[O:18])[CH2:7][N:8]1[C:16]2[C:11](=[CH:12][CH:13]=[C:14](O)[CH:15]=2)[CH:10]=[CH:9]1)([CH3:4])([CH3:3])[CH3:2].[Cl:19][C:20]1[CH:25]=[CH:24][C:23]([C:26]2[N:30]([CH3:31])[N:29]=[C:28]([CH2:32][OH:33])[CH:27]=2)=[CH:22][CH:21]=1.CN(C)C(N=NC(N(C)C)=O)=O.C(P(CCCC)CCCC)CCC, predict the reaction product. The product is: [C:1]([O:5][C:6](=[O:18])[CH2:7][N:8]1[C:16]2[C:11](=[CH:12][C:13]([O:33][CH2:32][C:28]3[CH:27]=[C:26]([C:23]4[CH:24]=[CH:25][C:20]([Cl:19])=[CH:21][CH:22]=4)[N:30]([CH3:31])[N:29]=3)=[CH:14][CH:15]=2)[CH:10]=[CH:9]1)([CH3:4])([CH3:3])[CH3:2]. (4) Given the reactants C([O:3][C:4](=[O:23])[CH2:5][C:6]([N:8]1[CH2:13][CH2:12][CH:11]([O:14][C:15]2[CH:20]=[C:19]([F:21])[CH:18]=[CH:17][C:16]=2[Cl:22])[CH2:10][CH2:9]1)=[O:7])C.CO.O.O[Li].O, predict the reaction product. The product is: [Cl:22][C:16]1[CH:17]=[CH:18][C:19]([F:21])=[CH:20][C:15]=1[O:14][CH:11]1[CH2:10][CH2:9][N:8]([C:6](=[O:7])[CH2:5][C:4]([OH:23])=[O:3])[CH2:13][CH2:12]1. (5) Given the reactants COC1C=CC(CN(CC2C=CC([O:41][CH3:42])=CC=2)C2N=C(C)N=C(C3C(NC4C=NC(OC)=C(F)C=4)=NC=C(C=3)C#N)N=2)=CC=1.C([Mg]Br)C.B(F)(F)F.CC[O:55]CC.[NH2:58][C:59]1([C:62]2[CH:63]=[C:64]([C:78]3[N:83]=[C:82]([CH3:84])[N:81]=[C:80]([N:85](CC4C=CC(OC)=CC=4)CC4C=CC(OC)=CC=4)[N:79]=3)[C:65]([NH:68][C:69]3[CH:70]=[N:71][C:72]([O:76][CH3:77])=[C:73]([F:75])[CH:74]=3)=[N:66][CH:67]=2)[CH2:61][CH2:60]1.OS([C:108]([F:111])([F:110])[F:109])(=O)=O.[OH-].[Na+], predict the reaction product. The product is: [F:109][C:108]([F:111])([F:110])[C:42]([OH:41])=[O:55].[NH2:58][C:59]1([C:62]2[CH:63]=[C:64]([C:78]3[N:83]=[C:82]([CH3:84])[N:81]=[C:80]([NH2:85])[N:79]=3)[C:65]([NH:68][C:69]3[CH:70]=[N:71][C:72]([O:76][CH3:77])=[C:73]([F:75])[CH:74]=3)=[N:66][CH:67]=2)[CH2:61][CH2:60]1.